This data is from Catalyst prediction with 721,799 reactions and 888 catalyst types from USPTO. The task is: Predict which catalyst facilitates the given reaction. (1) Reactant: [CH3:1][O:2][C:3](=[O:12])/[C:4](=[N:10]\O)/[C:5]([CH:7]1[CH2:9][CH2:8]1)=[O:6].[ClH:13]. Product: [ClH:13].[CH3:1][O:2][C:3](=[O:12])[CH:4]([NH2:10])[C:5]([CH:7]1[CH2:9][CH2:8]1)=[O:6]. The catalyst class is: 50. (2) Product: [OH:6][C:7]([CH3:8])([CH3:1])[CH2:14][CH2:15][NH:16][C:17]([C:19]1[N:20]([CH2:29][C:30]2[CH:35]=[CH:34][CH:33]=[C:32]([O:36][C:37]([F:38])([F:40])[F:39])[CH:31]=2)[C:21]2[C:26]([CH:27]=1)=[CH:25][C:24]([Cl:28])=[CH:23][CH:22]=2)=[O:18]. Reactant: [CH3:1][Mg]Br.C([O:6][CH2:7][CH3:8])C.C(OC[CH2:14][CH2:15][NH:16][C:17]([C:19]1[N:20]([CH2:29][C:30]2[CH:35]=[CH:34][CH:33]=[C:32]([O:36][C:37]([F:40])([F:39])[F:38])[CH:31]=2)[C:21]2[C:26]([CH:27]=1)=[CH:25][C:24]([Cl:28])=[CH:23][CH:22]=2)=[O:18])(C)C. The catalyst class is: 1. (3) Reactant: [C:1]([O:5][C:6]([N:8]1[CH2:11][C:10](=[CH:12][C:13]2[N:14]([CH3:29])[C:15]3[C:20]([N:21]=2)=[C:19]([N:22]2[CH2:27][CH2:26][O:25][CH2:24][CH2:23]2)[N:18]=[C:17](Cl)[N:16]=3)[CH2:9]1)=[O:7])([CH3:4])([CH3:3])[CH3:2].[CH:30]([C:33]1[NH:34][C:35]2[CH:41]=[CH:40][CH:39]=[CH:38][C:36]=2[N:37]=1)([CH3:32])[CH3:31].CC(C1C=C(C(C)C)C(C2C=CC=CC=2P(C2CCCCC2)C2CCCCC2)=C(C(C)C)C=1)C.C([O-])([O-])=O.[Cs+].[Cs+]. Product: [C:1]([O:5][C:6]([N:8]1[CH2:11][C:10](=[CH:12][C:13]2[N:14]([CH3:29])[C:15]3[C:20]([N:21]=2)=[C:19]([N:22]2[CH2:27][CH2:26][O:25][CH2:24][CH2:23]2)[N:18]=[C:17]([N:34]2[C:35]4[CH:41]=[CH:40][CH:39]=[CH:38][C:36]=4[N:37]=[C:33]2[CH:30]([CH3:32])[CH3:31])[N:16]=3)[CH2:9]1)=[O:7])([CH3:4])([CH3:3])[CH3:2]. The catalyst class is: 101.